From a dataset of NCI-60 drug combinations with 297,098 pairs across 59 cell lines. Regression. Given two drug SMILES strings and cell line genomic features, predict the synergy score measuring deviation from expected non-interaction effect. (1) Drug 1: C1CC(C1)(C(=O)O)C(=O)O.[NH2-].[NH2-].[Pt+2]. Drug 2: CS(=O)(=O)CCNCC1=CC=C(O1)C2=CC3=C(C=C2)N=CN=C3NC4=CC(=C(C=C4)OCC5=CC(=CC=C5)F)Cl. Cell line: MALME-3M. Synergy scores: CSS=-2.49, Synergy_ZIP=3.38, Synergy_Bliss=4.15, Synergy_Loewe=-4.71, Synergy_HSA=-3.98. (2) Drug 1: CN1CCC(CC1)COC2=C(C=C3C(=C2)N=CN=C3NC4=C(C=C(C=C4)Br)F)OC. Drug 2: C1C(C(OC1N2C=NC(=NC2=O)N)CO)O. Cell line: MALME-3M. Synergy scores: CSS=3.66, Synergy_ZIP=-3.14, Synergy_Bliss=3.19, Synergy_Loewe=-2.33, Synergy_HSA=1.89.